Dataset: CYP2C19 inhibition data for predicting drug metabolism from PubChem BioAssay. Task: Regression/Classification. Given a drug SMILES string, predict its absorption, distribution, metabolism, or excretion properties. Task type varies by dataset: regression for continuous measurements (e.g., permeability, clearance, half-life) or binary classification for categorical outcomes (e.g., BBB penetration, CYP inhibition). Dataset: cyp2c19_veith. (1) The result is 0 (non-inhibitor). The drug is O=C(c1ccncc1)N1CCC[C@@]2(CCN(c3ccccc3)C2)C1. (2) The molecule is COc1ccc(C2C(C#N)=C(N)N(Nc3ccccc3)C3=C2C(=O)CC(C)(C)C3)cc1C. The result is 1 (inhibitor). (3) The drug is Cc1ccc(CNC(=O)Cn2c(=O)oc3ccccc32)o1. The result is 1 (inhibitor). (4) The compound is CC(=O)N1CCC2(CC1)CCN(C(c1ccccc1)c1ccccc1)CC2. The result is 0 (non-inhibitor). (5) The compound is Cc1ccc(N(C(=O)c2csnn2)C(C(=O)NC(C)(C)C)c2cccs2)cc1. The result is 1 (inhibitor). (6) The drug is O=C(c1ccco1)N1CCC[C@@]2(CCN(c3ncccn3)C2)C1. The result is 0 (non-inhibitor).